Dataset: Full USPTO retrosynthesis dataset with 1.9M reactions from patents (1976-2016). Task: Predict the reactants needed to synthesize the given product. (1) Given the product [OH:6][CH2:5][CH:3]1[CH2:4][N:1]([C:9]([O:11][C:12]([CH3:15])([CH3:14])[CH3:13])=[O:10])[CH2:2]1, predict the reactants needed to synthesize it. The reactants are: [N:1]1([C:9]([O:11][C:12]([CH3:15])([CH3:14])[CH3:13])=[O:10])[CH2:4][CH:3]([C:5](OC)=[O:6])[CH2:2]1.CO.[Li+].[BH4-].O.O.O.O.C(C(C(C([O-])=O)O)O)([O-])=O.[Na+].[K+]. (2) The reactants are: [Br:1][C:2]1[C:10]2[N:9]=[N:8][N:7]([CH2:11][CH:12]3[CH2:14][CH2:13]3)[C:6]=2[CH:5]=[CH:4][C:3]=1[OH:15].Br[CH2:17][C:18]#[N:19].C(=O)([O-])[O-].[K+].[K+]. Given the product [Br:1][C:2]1[C:10]2[N:9]=[N:8][N:7]([CH2:11][CH:12]3[CH2:14][CH2:13]3)[C:6]=2[CH:5]=[CH:4][C:3]=1[O:15][CH2:17][C:18]#[N:19], predict the reactants needed to synthesize it. (3) Given the product [Cl:1][C:2]1[CH:31]=[CH:30][CH:29]=[C:28]([F:32])[C:3]=1[C:4]([NH:6][C:7]1[CH:16]=[C:15]2[C:10]([C:11](=[O:33])[CH2:12][CH2:13][N:14]2[S:17]([C:20]2[CH:25]=[CH:24][C:23]([F:26])=[CH:22][CH:21]=2)(=[O:19])=[O:18])=[CH:9][CH:8]=1)=[O:5], predict the reactants needed to synthesize it. The reactants are: [Cl:1][C:2]1[CH:31]=[CH:30][CH:29]=[C:28]([F:32])[C:3]=1[C:4]([NH:6][C:7]1[CH:16]=[C:15]2[C:10]([CH2:11][CH2:12][CH2:13][N:14]2[S:17]([C:20]2[CH:25]=[CH:24][C:23]([F:26])=[CH:22][CH:21]=2)(=[O:19])=[O:18])=[CH:9][C:8]=1C)=[O:5].[O-:33][Mn](=O)(=O)=O.[K+]. (4) The reactants are: [F:1][C:2]1[CH:7]=[CH:6][C:5]([C:8]([F:11])([F:10])[F:9])=[CH:4][C:3]=1[OH:12].[F:13][C:14]1[CH:19]=[CH:18][CH:17]=[CH:16][C:15]=1[CH:20](O)[CH2:21][CH2:22][CH2:23][CH2:24][N:25]1[CH2:30][CH2:29][CH:28]([C:31]2[CH:32]=[C:33]([NH:37][C:38](=[O:42])[CH:39]([CH3:41])[CH3:40])[CH:34]=[CH:35][CH:36]=2)[CH2:27][CH2:26]1.Cl. Given the product [F:13][C:14]1[CH:19]=[CH:18][CH:17]=[CH:16][C:15]=1[CH:20]([O:12][C:3]1[CH:4]=[C:5]([C:8]([F:10])([F:11])[F:9])[CH:6]=[CH:7][C:2]=1[F:1])[CH2:21][CH2:22][CH2:23][CH2:24][N:25]1[CH2:30][CH2:29][CH:28]([C:31]2[CH:32]=[C:33]([NH:37][C:38](=[O:42])[CH:39]([CH3:40])[CH3:41])[CH:34]=[CH:35][CH:36]=2)[CH2:27][CH2:26]1, predict the reactants needed to synthesize it.